This data is from Catalyst prediction with 721,799 reactions and 888 catalyst types from USPTO. The task is: Predict which catalyst facilitates the given reaction. (1) Reactant: [OH:1][CH2:2][CH2:3][NH:4][C:5]1[C:14]([N+:15]([O-])=O)=[CH:13][CH:12]=[CH:11][C:6]=1[C:7]([O:9][CH3:10])=[O:8]. Product: [NH2:15][C:14]1[C:5]([NH:4][CH2:3][CH2:2][OH:1])=[C:6]([CH:11]=[CH:12][CH:13]=1)[C:7]([O:9][CH3:10])=[O:8]. The catalyst class is: 123. (2) Reactant: Br[C:2]1[CH:3]=[C:4]([CH:6]=[C:7]([F:9])[CH:8]=1)[NH2:5].[B:10]1([B:10]2[O:14][C:13]([CH3:16])([CH3:15])[C:12]([CH3:18])([CH3:17])[O:11]2)[O:14][C:13]([CH3:16])([CH3:15])[C:12]([CH3:18])([CH3:17])[O:11]1.CC([O-])=O.[K+].N#N. Product: [F:9][C:7]1[CH:6]=[C:4]([CH:3]=[C:2]([B:10]2[O:14][C:13]([CH3:16])([CH3:15])[C:12]([CH3:18])([CH3:17])[O:11]2)[CH:8]=1)[NH2:5]. The catalyst class is: 75. (3) Reactant: FC(F)(F)[C:3]1[CH:4]=[C:5]([CH:26]=[C:27](C(F)(F)F)[CH:28]=1)[C:6]([N:8]1[CH2:25][CH2:24][C:11]2([C:15](=[O:16])[NH:14][C:13](=[O:17])[CH:12]2[C:18]2[CH:23]=[CH:22][CH:21]=[CH:20][CH:19]=2)[CH2:10][CH2:9]1)=O.[C:35]1(P(C2C=CC=CC=2)C2C=CC=CC=2)C=CC=CC=1.CO.CCOC(/N=N/C(OCC)=O)=O. Product: [CH2:6]([N:8]1[CH2:9][CH2:10][C:11]2([C:15](=[O:16])[N:14]([CH3:35])[C:13](=[O:17])[CH:12]2[C:18]2[CH:19]=[CH:20][CH:21]=[CH:22][CH:23]=2)[CH2:24][CH2:25]1)[C:5]1[CH:26]=[CH:27][CH:28]=[CH:3][CH:4]=1. The catalyst class is: 7.